From a dataset of Full USPTO retrosynthesis dataset with 1.9M reactions from patents (1976-2016). Predict the reactants needed to synthesize the given product. (1) The reactants are: [CH:1]1([C:4]([N:6]2[CH2:10][CH2:9][C@@H:8]([CH2:11][C:12]3[N:13]([C:18]4[CH:23]=[CH:22][C:21](B5OC(C)(C)C(C)(C)O5)=[CH:20][CH:19]=4)[C:14](=[O:17])[NH:15][N:16]=3)[CH2:7]2)=[O:5])[CH2:3][CH2:2]1.Br[C:34]1[CH:35]=[C:36]([F:43])[C:37]2[O:41][CH:40]=[CH:39][C:38]=2[CH:42]=1.C(=O)([O-])[O-].[K+].[K+]. Given the product [CH:1]1([C:4]([N:6]2[CH2:10][CH2:9][C@@H:8]([CH2:11][C:12]3[N:13]([C:18]4[CH:23]=[CH:22][C:21]([C:34]5[CH:35]=[C:36]([F:43])[C:37]6[O:41][CH:40]=[CH:39][C:38]=6[CH:42]=5)=[CH:20][CH:19]=4)[C:14](=[O:17])[NH:15][N:16]=3)[CH2:7]2)=[O:5])[CH2:3][CH2:2]1, predict the reactants needed to synthesize it. (2) Given the product [Cl:1][C:2]1[CH:10]=[CH:9][C:5]([C:6]([OH:8])=[O:7])=[CH:4][N:3]=1.[CH2:12]([O:7][C:6](=[O:8])[C:5]1[CH:9]=[CH:10][C:2]([Cl:1])=[N:3][CH:4]=1)[CH3:17], predict the reactants needed to synthesize it. The reactants are: [Cl:1][C:2]1[CH:10]=[CH:9][C:5]([C:6]([OH:8])=[O:7])=[CH:4][N:3]=1.Br[C:12]1C=CC(C(O)=O)=N[CH:17]=1.